Dataset: Cav3 T-type calcium channel HTS with 100,875 compounds. Task: Binary Classification. Given a drug SMILES string, predict its activity (active/inactive) in a high-throughput screening assay against a specified biological target. The drug is o1c(c(CN(CC)CC)c(c1C)C(O)=O)CC(C)C. The result is 0 (inactive).